Dataset: Peptide-MHC class II binding affinity with 134,281 pairs from IEDB. Task: Regression. Given a peptide amino acid sequence and an MHC pseudo amino acid sequence, predict their binding affinity value. This is MHC class II binding data. (1) The peptide sequence is QAGGKLCPNNLCCSQ. The MHC is HLA-DQA10401-DQB10402 with pseudo-sequence HLA-DQA10401-DQB10402. The binding affinity (normalized) is 0. (2) The peptide sequence is LVVGIYDEPMTPGQC. The MHC is DRB1_1101 with pseudo-sequence DRB1_1101. The binding affinity (normalized) is 0.121. (3) The peptide sequence is SKISIRVNQLIRYSG. The MHC is DRB1_0101 with pseudo-sequence DRB1_0101. The binding affinity (normalized) is 0.646. (4) The peptide sequence is PRARYGLVHVANNNY. The MHC is HLA-DPA10201-DPB10101 with pseudo-sequence HLA-DPA10201-DPB10101. The binding affinity (normalized) is 0.309. (5) The peptide sequence is VVDLSKMRAVWVDGK. The MHC is DRB1_1501 with pseudo-sequence DRB1_1501. The binding affinity (normalized) is 0.312. (6) The peptide sequence is FDNIYSVNIERGLGL. The MHC is HLA-DPA10201-DPB10101 with pseudo-sequence HLA-DPA10201-DPB10101. The binding affinity (normalized) is 0.181. (7) The peptide sequence is TGEAHLAEENEGDNA. The MHC is DRB4_0101 with pseudo-sequence DRB4_0103. The binding affinity (normalized) is 0.0859.